Dataset: Forward reaction prediction with 1.9M reactions from USPTO patents (1976-2016). Task: Predict the product of the given reaction. (1) Given the reactants [CH2:1]1[O:9][C:8]2[CH:7]=[CH:6][C:5]([CH:10]3[C:22]4[NH:21][C:20]5[C:15](=[CH:16][CH:17]=[CH:18][CH:19]=5)[C:14]=4[CH2:13][CH2:12][NH:11]3)=[CH:4][C:3]=2[O:2]1.Cl[C:24]1[N:29]=[CH:28][C:27]([C:30]2[CH:35]=[CH:34][C:33]([Cl:36])=[CH:32][CH:31]=2)=[CH:26][N:25]=1, predict the reaction product. The product is: [CH2:1]1[O:9][C:8]2[CH:7]=[CH:6][C:5]([CH:10]3[C:22]4[NH:21][C:20]5[C:15](=[CH:16][CH:17]=[CH:18][CH:19]=5)[C:14]=4[CH2:13][CH2:12][N:11]3[C:24]3[N:25]=[CH:26][C:27]([C:30]4[CH:31]=[CH:32][C:33]([Cl:36])=[CH:34][CH:35]=4)=[CH:28][N:29]=3)=[CH:4][C:3]=2[O:2]1. (2) Given the reactants C1(S([C:10]2(SC)[CH2:15][C@@H:14]3[C@@:12]([C:16]4[CH:21]=[CH:20][C:19]([Cl:22])=[C:18]([Cl:23])[CH:17]=4)([CH2:13]3)[CH2:11]2)(=O)=O)C=CC=CC=1.C[OH:27].Cl, predict the reaction product. The product is: [Cl:23][C:18]1[CH:17]=[C:16]([C@@:12]23[CH2:13][C@@H:14]2[CH2:15][C:10](=[O:27])[CH2:11]3)[CH:21]=[CH:20][C:19]=1[Cl:22]. (3) Given the reactants O[CH:2]([C:4]1[CH:9]=[CH:8][C:7]([CH:10]2[CH2:15][CH2:14][N:13]([C:16]([O:18][C:19]([CH3:22])([CH3:21])[CH3:20])=[O:17])[CH2:12][CH2:11]2)=[CH:6][N:5]=1)[CH3:3].[CH3:23][S:24]([C:27]1[CH:28]=[C:29]2[C:33](=[CH:34][CH:35]=1)[NH:32][CH:31]=[CH:30]2)(=[O:26])=[O:25], predict the reaction product. The product is: [CH3:23][S:24]([C:27]1[CH:28]=[C:29]2[C:33](=[CH:34][CH:35]=1)[N:32]([CH:2]([C:4]1[CH:9]=[CH:8][C:7]([CH:10]3[CH2:15][CH2:14][N:13]([C:16]([O:18][C:19]([CH3:22])([CH3:21])[CH3:20])=[O:17])[CH2:12][CH2:11]3)=[CH:6][N:5]=1)[CH3:3])[CH:31]=[CH:30]2)(=[O:26])=[O:25].